From a dataset of Forward reaction prediction with 1.9M reactions from USPTO patents (1976-2016). Predict the product of the given reaction. (1) Given the reactants C[C:2](C)([O-:4])C.[K+].CO.C1COCC1.[CH3:14][C@H:15]1[CH2:20][NH:19][C@H:18]([CH3:21])[CH2:17][N:16]1[C:22]1[CH:29]=[CH:28][C:25]([C:26]#[N:27])=[C:24](F)[CH:23]=1, predict the reaction product. The product is: [CH3:14][C@H:15]1[CH2:20][NH:19][C@H:18]([CH3:21])[CH2:17][N:16]1[C:22]1[CH:29]=[CH:28][C:25]([C:26]#[N:27])=[C:24]([O:4][CH3:2])[CH:23]=1. (2) Given the reactants [C:1]([O:5][C:6]([NH:8][C:9]1[CH:23]=[CH:22][C:12]([O:13][CH2:14][CH2:15][CH2:16][C:17]([O:19][CH2:20][CH3:21])=[O:18])=[CH:11][C:10]=1[N+:24]([O-])=O)=[O:7])([CH3:4])([CH3:3])[CH3:2].[H][H], predict the reaction product. The product is: [NH2:24][C:10]1[CH:11]=[C:12]([CH:22]=[CH:23][C:9]=1[NH:8][C:6]([O:5][C:1]([CH3:2])([CH3:4])[CH3:3])=[O:7])[O:13][CH2:14][CH2:15][CH2:16][C:17]([O:19][CH2:20][CH3:21])=[O:18].